This data is from Forward reaction prediction with 1.9M reactions from USPTO patents (1976-2016). The task is: Predict the product of the given reaction. (1) Given the reactants [BH4-].[Li+].[F:3][C:4]1[C:9]([F:10])=[CH:8][CH:7]=[CH:6][C:5]=1[C@@H:11]1[CH2:21][CH2:20][C@@H:19]([O:22][Si:23]([CH:30]([CH3:32])[CH3:31])([CH:27]([CH3:29])[CH3:28])[CH:24]([CH3:26])[CH3:25])[C:14]2=[N:15][CH:16]=[CH:17][CH:18]=[C:13]2[C:12]1=[O:33], predict the reaction product. The product is: [F:3][C:4]1[C:9]([F:10])=[CH:8][CH:7]=[CH:6][C:5]=1[C@@H:11]1[CH2:21][CH2:20][C@@H:19]([O:22][Si:23]([CH:27]([CH3:29])[CH3:28])([CH:30]([CH3:32])[CH3:31])[CH:24]([CH3:25])[CH3:26])[C:14]2=[N:15][CH:16]=[CH:17][CH:18]=[C:13]2[C@H:12]1[OH:33]. (2) Given the reactants [CH2:1]([OH:6])[CH2:2][CH2:3][CH2:4][OH:5].[O:7]1[CH:12]=[CH:11][CH2:10][CH2:9][CH2:8]1.C1(C)C=CC(S([O-])(=O)=O)=CC=1.[NH+]1C=CC=CC=1, predict the reaction product. The product is: [O:7]1[CH2:12][CH2:11][CH2:10][CH2:9][CH:8]1[O:5][CH2:4][CH2:3][CH2:2][CH2:1][OH:6].